From a dataset of Forward reaction prediction with 1.9M reactions from USPTO patents (1976-2016). Predict the product of the given reaction. (1) Given the reactants [C:1]([O:5][C:6](=[O:24])[CH2:7][CH2:8][NH:9][C:10](=[O:23])[C:11]1[CH:16]=[CH:15][C:14]([CH:17](O)[CH2:18][CH:19]([CH3:21])[CH3:20])=[CH:13][CH:12]=1)([CH3:4])([CH3:3])[CH3:2].[C:25]1(=[O:35])[NH:29][C:28](=[O:30])[C:27]2=[CH:31][CH:32]=[CH:33][CH:34]=[C:26]12.C1C=CC(P(C2C=CC=CC=2)C2C=CC=CC=2)=CC=1.N(C(OC(C)C)=O)=NC(OC(C)C)=O, predict the reaction product. The product is: [C:1]([O:5][C:6](=[O:24])[CH2:7][CH2:8][NH:9][C:10](=[O:23])[C:11]1[CH:16]=[CH:15][C:14]([CH:17]([N:29]2[C:25](=[O:35])[C:26]3[C:27](=[CH:31][CH:32]=[CH:33][CH:34]=3)[C:28]2=[O:30])[CH2:18][CH:19]([CH3:21])[CH3:20])=[CH:13][CH:12]=1)([CH3:4])([CH3:3])[CH3:2]. (2) Given the reactants [CH2:1]([O:3][P:4]([CH:9]([F:29])[CH2:10][C@@H:11]([OH:28])[C@@H:12]([OH:27])[C@@H:13]([OH:26])[CH2:14][N:15]([O:18]CC1C=CC=CC=1)[CH:16]=[O:17])(=[O:8])[O:5][CH2:6][CH3:7])[CH3:2].CC1C=C2N=C3C(=NC(NC3=O)=O)N(C[C@H](O)[C@H](O)[C@H](O)CO)C2=CC=1C, predict the reaction product. The product is: [CH2:1]([O:3][P:4]([CH:9]([F:29])[CH2:10][C@@H:11]([OH:28])[C@@H:12]([OH:27])[C@@H:13]([OH:26])[CH2:14][N:15]([CH:16]=[O:17])[OH:18])(=[O:8])[O:5][CH2:6][CH3:7])[CH3:2]. (3) Given the reactants Br[C:2]1[CH:3]=[C:4]([C:9]([CH2:25][CH3:26])=[C:10]([C:18]2[CH:23]=[CH:22][C:21]([OH:24])=[CH:20][CH:19]=2)[C:11]2[CH:16]=[CH:15][C:14]([OH:17])=[CH:13][CH:12]=2)[CH:5]=[CH:6][C:7]=1[F:8].[CH2:27](N(CC)CC)[CH3:28].C(O[C:37](=O)[CH:38]=[CH2:39])C.[CH3:41]N(C=O)C.[C:46]([O-:49])(O)=[O:47].[Na+], predict the reaction product. The product is: [CH2:25]([C:9]([C:4]1[CH:5]=[CH:6][C:7]([F:8])=[C:2](/[CH:27]=[CH:28]/[C:46]([O:49][C:38]([CH3:37])([CH3:39])[CH3:41])=[O:47])[CH:3]=1)=[C:10]([C:18]1[CH:23]=[CH:22][C:21]([OH:24])=[CH:20][CH:19]=1)[C:11]1[CH:16]=[CH:15][C:14]([OH:17])=[CH:13][CH:12]=1)[CH3:26]. (4) Given the reactants Cl.[CH2:2]([O:9][C:10](=[O:37])[NH:11][CH2:12][CH2:13][CH2:14][CH2:15][C@H:16]([NH:28][C:29]([C@H:31]1[CH2:36][CH2:35][CH2:34][NH:33][CH2:32]1)=[O:30])[C:17]([C:19]1[S:20][C:21]2[CH:27]=[CH:26][CH:25]=[CH:24][C:22]=2[N:23]=1)=[O:18])[C:3]1[CH:8]=[CH:7][CH:6]=[CH:5][CH:4]=1.[C:38](Cl)(=[O:40])[CH3:39].CC(=O)OCC, predict the reaction product. The product is: [CH2:2]([O:9][C:10](=[O:37])[NH:11][CH2:12][CH2:13][CH2:14][CH2:15][C@H:16]([NH:28][C:29]([C@H:31]1[CH2:36][CH2:35][CH2:34][N:33]([C:38](=[O:40])[CH3:39])[CH2:32]1)=[O:30])[C:17]([C:19]1[S:20][C:21]2[CH:27]=[CH:26][CH:25]=[CH:24][C:22]=2[N:23]=1)=[O:18])[C:3]1[CH:4]=[CH:5][CH:6]=[CH:7][CH:8]=1. (5) Given the reactants [NH2:1][C:2]1[N:6]([C@H:7]2[CH2:12][CH2:11][CH2:10][NH:9][CH2:8]2)[N:5]=[C:4]([C:13]2[CH:18]=[CH:17][C:16]([O:19][C:20]3[CH:25]=[CH:24][CH:23]=[CH:22][CH:21]=3)=[CH:15][CH:14]=2)[C:3]=1[C:26]([NH2:28])=[O:27].C(N(CC)C(C)C)(C)C.[C:38](O)(=[O:41])[CH:39]=[CH2:40].O, predict the reaction product. The product is: [C:38]([N:9]1[CH2:10][CH2:11][CH2:12][C@H:7]([N:6]2[C:2]([NH2:1])=[C:3]([C:26]([NH2:28])=[O:27])[C:4]([C:13]3[CH:14]=[CH:15][C:16]([O:19][C:20]4[CH:25]=[CH:24][CH:23]=[CH:22][CH:21]=4)=[CH:17][CH:18]=3)=[N:5]2)[CH2:8]1)(=[O:41])[CH:39]=[CH2:40]. (6) Given the reactants C(OC([NH:8][C@@H:9]1[CH2:14][CH2:13][CH2:12][N:11]([C:15]2[C:20]([CH:21]3[CH2:23][CH2:22]3)=[CH:19][N:18]=[C:17]3[N:24](C(OC(C)(C)C)=O)[CH:25]=[C:26]([NH:27][C:28](=[O:35])[C:29]4[CH:34]=[CH:33][CH:32]=[N:31][CH:30]=4)[C:16]=23)[CH2:10]1)=O)(C)(C)C.C(O)(C(F)(F)F)=O.[ClH:50], predict the reaction product. The product is: [ClH:50].[NH2:8][C@@H:9]1[CH2:14][CH2:13][CH2:12][N:11]([C:15]2[C:20]([CH:21]3[CH2:22][CH2:23]3)=[CH:19][N:18]=[C:17]3[NH:24][CH:25]=[C:26]([NH:27][C:28](=[O:35])[C:29]4[CH:34]=[CH:33][CH:32]=[N:31][CH:30]=4)[C:16]=23)[CH2:10]1. (7) Given the reactants Cl[C:2]1[C:11]2[C:6](=[CH:7][C:8]([C:14]3[C:15]([CH3:20])=[N:16][O:17][C:18]=3[CH3:19])=[C:9]([O:12][CH3:13])[CH:10]=2)[N:5]=[CH:4][C:3]=1[C:21]([O:23][CH2:24][CH3:25])=[O:22].[C:26]([C:30]1[CH:36]=[CH:35][CH:34]=[CH:33][C:31]=1[NH2:32])([CH3:29])([CH3:28])[CH3:27], predict the reaction product. The product is: [CH3:29][C:26]([C:30]1[CH:36]=[CH:35][CH:34]=[CH:33][C:31]=1[NH:32][C:2]1[C:11]2[C:6](=[CH:7][C:8]([C:14]3[C:15]([CH3:20])=[N:16][O:17][C:18]=3[CH3:19])=[C:9]([O:12][CH3:13])[CH:10]=2)[N:5]=[CH:4][C:3]=1[C:21]([O:23][CH2:24][CH3:25])=[O:22])([CH3:27])[CH3:28]. (8) Given the reactants C(OC([N:8]1[CH2:13][CH2:12][CH:11]([NH:14][CH2:15][C:16]2[CH:21]=[CH:20][C:19]([CH2:22][CH3:23])=[C:18]([N+:24]([O-:26])=[O:25])[CH:17]=2)[CH2:10][CH2:9]1)=O)(C)(C)C.Cl, predict the reaction product. The product is: [CH2:22]([C:19]1[CH:20]=[CH:21][C:16]([CH2:15][NH:14][CH:11]2[CH2:12][CH2:13][NH:8][CH2:9][CH2:10]2)=[CH:17][C:18]=1[N+:24]([O-:26])=[O:25])[CH3:23].